From a dataset of Forward reaction prediction with 1.9M reactions from USPTO patents (1976-2016). Predict the product of the given reaction. The product is: [O:28]1[C:32]2[CH:33]=[CH:34][C:35]([CH2:37][NH:38][C:24]([C:21]3[O:22][C:23]4[C:15]([N:12]5[CH2:13][CH2:14][N:9]([CH2:8][CH2:7][C:2]6[CH:3]=[CH:4][CH:5]=[CH:6][N:1]=6)[CH2:10][CH2:11]5)=[CH:16][CH:17]=[CH:18][C:19]=4[CH:20]=3)=[O:25])=[CH:36][C:31]=2[O:30][CH2:29]1. Given the reactants [N:1]1[CH:6]=[CH:5][CH:4]=[CH:3][C:2]=1[CH2:7][CH2:8][N:9]1[CH2:14][CH2:13][N:12]([C:15]2[C:23]3[O:22][C:21]([C:24]([O-])=[O:25])=[CH:20][C:19]=3[CH:18]=[CH:17][CH:16]=2)[CH2:11][CH2:10]1.[Li+].[O:28]1[C:32]2[CH:33]=[CH:34][C:35]([CH2:37][NH2:38])=[CH:36][C:31]=2[O:30][CH2:29]1, predict the reaction product.